Dataset: Forward reaction prediction with 1.9M reactions from USPTO patents (1976-2016). Task: Predict the product of the given reaction. (1) Given the reactants C(Cl)(=O)C(Cl)=O.CS(C)=O.[CH3:11][C:12]1([CH3:23])[O:16][C@H:15]([CH2:17][OH:18])[C@H:14]([CH:19]=[C:20]([CH3:22])[CH3:21])[O:13]1.C(N(CC)CC)C, predict the reaction product. The product is: [CH3:11][C:12]1([CH3:23])[O:16][C@H:15]([CH:17]=[O:18])[C@H:14]([CH:19]=[C:20]([CH3:22])[CH3:21])[O:13]1. (2) Given the reactants Br[C:2]1[S:3][CH:4]=[C:5]([C:7]([NH:9][C:10]2[CH:11]=[N:12][CH:13]=[CH:14][C:15]=2[N:16]2[CH2:21][CH2:20][CH2:19][C@H:18]([NH:22][C:23](=[O:29])[O:24][C:25]([CH3:28])([CH3:27])[CH3:26])[CH2:17]2)=[O:8])[N:6]=1.[F:30][C:31]1[CH:36]=[CH:35][CH:34]=[CH:33][C:32]=1B(O)O.C([O-])(=O)C.[K+].O, predict the reaction product. The product is: [F:30][C:31]1[CH:36]=[CH:35][CH:34]=[CH:33][C:32]=1[C:2]1[S:3][CH:4]=[C:5]([C:7]([NH:9][C:10]2[CH:11]=[N:12][CH:13]=[CH:14][C:15]=2[N:16]2[CH2:21][CH2:20][CH2:19][C@H:18]([NH:22][C:23](=[O:29])[O:24][C:25]([CH3:28])([CH3:27])[CH3:26])[CH2:17]2)=[O:8])[N:6]=1.